Dataset: Catalyst prediction with 721,799 reactions and 888 catalyst types from USPTO. Task: Predict which catalyst facilitates the given reaction. (1) Reactant: [NH2:1][C@@H:2]([CH2:5][C@@H:6]([O:9][C:10]1[CH:15]=[CH:14][CH:13]=[C:12]([O:16][CH2:17][C:18]2[CH:23]=[CH:22][CH:21]=[CH:20][CH:19]=2)[CH:11]=1)[CH2:7][CH3:8])[CH2:3][OH:4].C([O-])(=O)C.[Na+].[N:29]#[C:30]Br. Product: [CH2:17]([O:16][C:12]1[CH:11]=[C:10]([CH:15]=[CH:14][CH:13]=1)[O:9][C@@H:6]([CH2:7][CH3:8])[CH2:5][C@H:2]1[CH2:3][O:4][C:30]([NH2:29])=[N:1]1)[C:18]1[CH:23]=[CH:22][CH:21]=[CH:20][CH:19]=1. The catalyst class is: 273. (2) Reactant: [F:1][C:2]1[CH:20]=[CH:19][C:5]([CH2:6][O:7][C:8]2[CH:17]=[C:16]3[C:11]([C:12](=[O:18])[NH:13][CH:14]=[N:15]3)=[CH:10][CH:9]=2)=[CH:4][CH:3]=1.[H-].[Na+].FC1C=CC(CO)=CC=1.FC1C=C2[C:36]([C:37](=[O:43])[NH:38]C=N2)=CC=1.Cl. Product: [F:1][C:2]1[CH:20]=[CH:19][C:5]([CH2:6][O:7][C:8]2[CH:17]=[C:16]3[C:11]([C:12](=[O:18])[N:13]([CH2:36][C:37]([NH2:38])=[O:43])[CH:14]=[N:15]3)=[CH:10][CH:9]=2)=[CH:4][CH:3]=1. The catalyst class is: 3. (3) Reactant: [C:1]([O:5][C:6]([N:8]1[CH:14]2[CH:9]1[CH2:10][CH2:11][O:12][CH2:13]2)=[O:7])([CH3:4])([CH3:3])[CH3:2].Cl([O-])(=O)(=O)=O.[Li+].[N-:21]=[N+:22]=[N-:23].[Na+].O. Product: [C:1]([O:5][C:6](=[O:7])[NH:8][C@H:14]1[C@H:9]([N:21]=[N+:22]=[N-:23])[CH2:10][CH2:11][O:12][CH2:13]1)([CH3:4])([CH3:3])[CH3:2]. The catalyst class is: 10. (4) Reactant: [CH3:1][C:2]1[CH:7]=[CH:6][C:5]([C:8]2[CH2:13][CH2:12][CH2:11][CH2:10][C:9]=2[C:14]([NH:16][C:17]2[CH:22]=[CH:21][C:20]([N:23]([CH2:31][CH2:32][N:33]3[CH:37]=[CH:36][CH:35]=[N:34]3)C(=O)OC(C)(C)C)=[CH:19][CH:18]=2)=[O:15])=[CH:4][CH:3]=1.FC(F)(F)C(O)=O. Product: [CH3:1][C:2]1[CH:3]=[CH:4][C:5]([C:8]2[CH2:13][CH2:12][CH2:11][CH2:10][C:9]=2[C:14]([NH:16][C:17]2[CH:18]=[CH:19][C:20]([NH:23][CH2:31][CH2:32][N:33]3[CH:37]=[CH:36][CH:35]=[N:34]3)=[CH:21][CH:22]=2)=[O:15])=[CH:6][CH:7]=1. The catalyst class is: 4.